From a dataset of Aqueous solubility values for 9,982 compounds from the AqSolDB database. Regression/Classification. Given a drug SMILES string, predict its absorption, distribution, metabolism, or excretion properties. Task type varies by dataset: regression for continuous measurements (e.g., permeability, clearance, half-life) or binary classification for categorical outcomes (e.g., BBB penetration, CYP inhibition). For this dataset (solubility_aqsoldb), we predict Y. (1) The molecule is COc1cc(CN)ccc1O.[Cl]. The Y is 0.0188 log mol/L. (2) The drug is C#CC(C)N(C(=O)CCl)c1ccccc1. The Y is -2.65 log mol/L. (3) The compound is Cc1cccc2[nH]c(=S)[nH]c12. The Y is -3.14 log mol/L.